From a dataset of Catalyst prediction with 721,799 reactions and 888 catalyst types from USPTO. Predict which catalyst facilitates the given reaction. (1) Reactant: C[O:2][C:3](=O)[CH2:4][C:5]1[CH:10]=[C:9]([O:11][CH2:12][C:13]2[CH:18]=[CH:17][C:16]([F:19])=[CH:15][CH:14]=2)[CH:8]=[CH:7][C:6]=1[I:20].[H-].C([Al+2])C(C)C.[H-].[NH4+].[Cl-]. Product: [F:19][C:16]1[CH:15]=[CH:14][C:13]([CH2:12][O:11][C:9]2[CH:8]=[CH:7][C:6]([I:20])=[C:5]([CH2:4][CH:3]=[O:2])[CH:10]=2)=[CH:18][CH:17]=1. The catalyst class is: 4. (2) Reactant: CN([P+](ON1N=NC2C=CC=CC1=2)(N(C)C)N(C)C)C.F[P-](F)(F)(F)(F)F.[NH2:28][C:29]1[N:37]=[CH:36][CH:35]=[CH:34][C:30]=1[C:31]([OH:33])=O.Cl.[CH2:39]([C:43]1[CH:44]=[C:45]([CH:48]=[CH:49][CH:50]=1)[CH2:46][NH2:47])[CH:40]([CH3:42])[CH3:41].C(N(CC)CC)C. Product: [CH2:39]([C:43]1[CH:44]=[C:45]([CH2:46][NH:47][C:31](=[O:33])[C:30]2[CH:34]=[CH:35][CH:36]=[N:37][C:29]=2[NH2:28])[CH:48]=[CH:49][CH:50]=1)[CH:40]([CH3:42])[CH3:41]. The catalyst class is: 136. (3) Reactant: [Cl:1][C:2]1[C:11]2[C:6](=[CH:7][CH:8]=[C:9]([S:12](Cl)(=[O:14])=[O:13])[CH:10]=2)[C:5]([Cl:16])=[CH:4][N:3]=1.Cl.[C:18]([O:22][C:23](=[O:31])[C@H:24]([CH2:26][CH2:27][C:28](=[O:30])[NH2:29])[NH2:25])([CH3:21])([CH3:20])[CH3:19].C(N(CC)CC)C. Product: [C:18]([O:22][C:23](=[O:31])[C@H:24]([CH2:26][CH2:27][C:28](=[O:30])[NH2:29])[NH:25][S:12]([C:9]1[CH:10]=[C:11]2[C:6]([C:5]([Cl:16])=[CH:4][N:3]=[C:2]2[Cl:1])=[CH:7][CH:8]=1)(=[O:14])=[O:13])([CH3:21])([CH3:19])[CH3:20]. The catalyst class is: 2.